This data is from Full USPTO retrosynthesis dataset with 1.9M reactions from patents (1976-2016). The task is: Predict the reactants needed to synthesize the given product. (1) Given the product [Cl:18][C:10]1[C:11]2[C:6](=[CH:5][CH:4]=[C:3]([C:2]([F:15])([F:14])[F:1])[CH:12]=2)[CH:7]=[N:8][N:9]=1, predict the reactants needed to synthesize it. The reactants are: [F:1][C:2]([F:15])([F:14])[C:3]1[CH:12]=[C:11]2[C:6]([CH:7]=[N:8][N:9]=[C:10]2O)=[CH:5][CH:4]=1.O=P(Cl)(Cl)[Cl:18]. (2) Given the product [CH3:1][N:2]1[C:6]([NH:7][C:8]2[CH:13]=[C:12]([NH:20][C:21]3[CH:30]=[C:29]([F:31])[CH:28]=[CH:27][C:22]=3[C:23]([NH:25][CH3:26])=[O:24])[C:11]([C:15]([F:18])([F:17])[F:16])=[CH:10][N:9]=2)=[CH:5][C:4]([CH3:19])=[N:3]1, predict the reactants needed to synthesize it. The reactants are: [CH3:1][N:2]1[C:6]([NH:7][C:8]2[CH:13]=[C:12](I)[C:11]([C:15]([F:18])([F:17])[F:16])=[CH:10][N:9]=2)=[CH:5][C:4]([CH3:19])=[N:3]1.[NH2:20][C:21]1[CH:30]=[C:29]([F:31])[CH:28]=[CH:27][C:22]=1[C:23]([NH:25][CH3:26])=[O:24]. (3) Given the product [NH2:1][C:4]1[S:5][CH:6]=[C:7]2[C:11](=[O:12])[N:10]([C:13]3([CH3:21])[CH2:18][CH2:17][C:16](=[O:19])[NH:15][C:14]3=[O:20])[C:9](=[O:22])[C:8]=12, predict the reactants needed to synthesize it. The reactants are: [N+:1]([C:4]1[S:5][CH:6]=[C:7]2[C:11](=[O:12])[N:10]([C:13]3([CH3:21])[CH2:18][CH2:17][C:16](=[O:19])[NH:15][C:14]3=[O:20])[C:9](=[O:22])[C:8]=12)([O-])=O.[O-]S(S([O-])=O)=O.[Na+].[Na+].